From a dataset of Forward reaction prediction with 1.9M reactions from USPTO patents (1976-2016). Predict the product of the given reaction. (1) The product is: [NH2:3][CH2:12][CH2:13][CH2:14][CH2:15][N:16]1[CH2:21][CH2:20][N:19]([C:22]([O:24][C:25]([CH3:28])([CH3:27])[CH3:26])=[O:23])[CH2:18][CH2:17]1. Given the reactants O=C1C2C(=CC=CC=2)C(=O)[N:3]1[CH2:12][CH2:13][CH2:14][CH2:15][N:16]1[CH2:21][CH2:20][N:19]([C:22]([O:24][C:25]([CH3:28])([CH3:27])[CH3:26])=[O:23])[CH2:18][CH2:17]1.NN, predict the reaction product. (2) Given the reactants Br[C:2]1[CH:11]=[CH:10][CH:9]=[C:8]2[C:3]=1[CH2:4][CH2:5][N:6]([CH:12]1[CH2:16][CH2:15][S:14](=[O:18])(=[O:17])[CH2:13]1)[CH2:7]2.[F:19][C:20]1[C:21]([C:27]2[CH:28]=[C:29]([CH:31]=[CH:32][C:33]=2[CH3:34])[NH2:30])=[N:22][CH:23]=[C:24]([F:26])[CH:25]=1.CC1(C)C2C(=C(P(C3C=CC=CC=3)C3C=CC=CC=3)C=CC=2)OC2C(P(C3C=CC=CC=3)C3C=CC=CC=3)=CC=CC1=2.[O-]P([O-])([O-])=O.[K+].[K+].[K+], predict the reaction product. The product is: [F:19][C:20]1[C:21]([C:27]2[CH:28]=[C:29]([NH:30][C:2]3[CH:11]=[CH:10][CH:9]=[C:8]4[C:3]=3[CH2:4][CH2:5][N:6]([CH:12]3[CH2:16][CH2:15][S:14](=[O:18])(=[O:17])[CH2:13]3)[CH2:7]4)[CH:31]=[CH:32][C:33]=2[CH3:34])=[N:22][CH:23]=[C:24]([F:26])[CH:25]=1. (3) Given the reactants [CH3:1][O:2][C:3]([C:5]1[C:13]2[C:8](=[CH:9][CH:10]=[C:11]([OH:14])[CH:12]=2)[N:7]([C:15]2[CH:20]=[CH:19][C:18]([O:21][CH:22]([CH3:24])[CH3:23])=[CH:17][CH:16]=2)[C:6]=1[C:25]1[CH:30]=[CH:29][C:28]([C:31]([O:33][CH3:34])=[O:32])=[CH:27][CH:26]=1)=[O:4].[Cl:35][C:36]1[CH:37]=[C:38](B(O)O)[CH:39]=[CH:40][C:41]=1[Cl:42], predict the reaction product. The product is: [CH3:1][O:2][C:3]([C:5]1[C:13]2[C:8](=[CH:9][CH:10]=[C:11]([O:14][C:39]3[CH:38]=[CH:37][C:36]([Cl:35])=[C:41]([Cl:42])[CH:40]=3)[CH:12]=2)[N:7]([C:15]2[CH:16]=[CH:17][C:18]([O:21][CH:22]([CH3:24])[CH3:23])=[CH:19][CH:20]=2)[C:6]=1[C:25]1[CH:26]=[CH:27][C:28]([C:31]([O:33][CH3:34])=[O:32])=[CH:29][CH:30]=1)=[O:4].